From a dataset of Reaction yield outcomes from USPTO patents with 853,638 reactions. Predict the reaction yield, written as a fraction of the theoretical maximum amount of product (1.0 means a 100% yield; for example, 0.34 means a 34% yield). (1) The reactants are CC([N:5]([C@@H:9]([CH3:12])[CH2:10][OH:11])[C:6](=[O:8])[O-:7])(C)C.[C:13]1([CH3:23])[CH:18]=[CH:17][C:16]([S:19](Cl)(=[O:21])=[O:20])=[CH:15][CH:14]=1.[CH2:24](N(CC)CC)C.CN([C:34]1[CH:39]=[CH:38]C=CN=1)C. The catalyst is C(Cl)Cl. The product is [CH3:23][C:13]1[CH:18]=[CH:17][C:16]([S:19]([O:11][CH2:10][C@@H:9]([NH:5][C:6]([O:7][C:39]([CH3:38])([CH3:34])[CH3:24])=[O:8])[CH3:12])(=[O:21])=[O:20])=[CH:15][CH:14]=1. The yield is 0.680. (2) The reactants are [Cl:1][C:2]1[CH:3]=[C:4]([OH:12])[CH:5]=[N:6][C:7]=1[O:8][CH:9]([CH3:11])[CH3:10].C(N(CC)CC)C.C1C=CC(N([S:27]([C:30]([F:33])([F:32])[F:31])(=[O:29])=[O:28])[S:27]([C:30]([F:33])([F:32])[F:31])(=[O:29])=[O:28])=CC=1. The catalyst is C(Cl)Cl. The product is [F:31][C:30]([F:33])([F:32])[S:27]([O:12][C:4]1[CH:5]=[N:6][C:7]([O:8][CH:9]([CH3:10])[CH3:11])=[C:2]([Cl:1])[CH:3]=1)(=[O:29])=[O:28]. The yield is 0.950. (3) The reactants are [N+:1]([C:4]1[CH:5]=[C:6]([C:10]2[CH2:11][CH2:12][N:13]([CH2:16][CH2:17][CH2:18][NH:19]C(=O)OC(C)(C)C)[CH2:14][CH:15]=2)[CH:7]=[CH:8][CH:9]=1)([O-:3])=[O:2].Cl. The catalyst is O1CCOCC1. The product is [N+:1]([C:4]1[CH:5]=[C:6]([C:10]2[CH2:15][CH2:14][N:13]([CH2:16][CH2:17][CH2:18][NH2:19])[CH2:12][CH:11]=2)[CH:7]=[CH:8][CH:9]=1)([O-:3])=[O:2]. The yield is 0.970. (4) The reactants are [CH2:1]([O:8][CH2:9][CH:10]1CC=C1)[C:2]1[CH:7]=[CH:6][CH:5]=[CH:4][CH:3]=1.[C:14]([O:18]C)([CH3:17])([CH3:16])C.CC([OH:24])(C)C.C[N+]1([O-])CCOCC1. The catalyst is O. The product is [CH2:1]([O:8][CH2:9][CH:10]1[CH2:16][CH:14]([OH:18])[CH:17]1[OH:24])[C:2]1[CH:7]=[CH:6][CH:5]=[CH:4][CH:3]=1. The yield is 0.230. (5) The reactants are [CH3:1][O:2][C:3]([C:5]1[C:13]2[C:8](=[N:9][CH:10]=[C:11]([F:14])[CH:12]=2)[NH:7][C:6]=1[CH3:15])=[O:4].[OH-].[Na+].[C:18]1([S:24](Cl)(=[O:26])=[O:25])[CH:23]=[CH:22][CH:21]=[CH:20][CH:19]=1. The catalyst is [Cl-].C([N+](CC)(CC)CC)C1C=CC=CC=1.ClCCl. The product is [CH3:1][O:2][C:3]([C:5]1[C:13]2[C:8](=[N:9][CH:10]=[C:11]([F:14])[CH:12]=2)[N:7]([S:24]([C:18]2[CH:23]=[CH:22][CH:21]=[CH:20][CH:19]=2)(=[O:26])=[O:25])[C:6]=1[CH3:15])=[O:4]. The yield is 0.930. (6) The reactants are Cl[S:2]([C:5]1[CH:6]=[C:7]2[C:11](=[CH:12][CH:13]=1)[NH:10][C:9](=[O:14])[CH2:8]2)(=[O:4])=[O:3].[CH3:15][O:16][C:17]1[C:18]([NH2:23])=[CH:19][CH:20]=[CH:21][CH:22]=1.N1C=CC=CC=1. The catalyst is ClCCl. The product is [CH3:15][O:16][C:17]1[CH:22]=[CH:21][CH:20]=[CH:19][C:18]=1[NH:23][S:2]([C:5]1[CH:6]=[C:7]2[C:11](=[CH:12][CH:13]=1)[NH:10][C:9](=[O:14])[CH2:8]2)(=[O:4])=[O:3]. The yield is 0.370.